From a dataset of Forward reaction prediction with 1.9M reactions from USPTO patents (1976-2016). Predict the product of the given reaction. (1) The product is: [Cl:1][C:2]1[CH:3]=[CH:4][C:5]([S:8]([N:11]2[CH:16]3[CH2:17][CH2:18][CH2:19][CH:12]2[CH:13]([CH3:22])[C:14](=[O:20])[CH2:15]3)(=[O:9])=[O:10])=[CH:6][CH:7]=1. Given the reactants [Cl:1][C:2]1[CH:7]=[CH:6][C:5]([S:8]([N:11]2[CH:16]3[CH2:17][CH2:18][CH2:19][CH:12]2[CH2:13][C:14](=[O:20])[CH2:15]3)(=[O:10])=[O:9])=[CH:4][CH:3]=1.[Li+].[CH3:22][Si]([N-][Si](C)(C)C)(C)C.CI, predict the reaction product. (2) Given the reactants C1(C)C=CC(OCC(O)=O)=CC=1.[C:13]1([C:26]2[CH:31]=[CH:30][CH:29]=[CH:28][CH:27]=2)[CH:18]=[CH:17][C:16]([O:19][CH2:20][C:21]([O:23]CC)=[O:22])=[CH:15][CH:14]=1.[OH-].[Na+], predict the reaction product. The product is: [C:13]1([C:26]2[CH:27]=[CH:28][CH:29]=[CH:30][CH:31]=2)[CH:18]=[CH:17][C:16]([O:19][CH2:20][C:21]([OH:23])=[O:22])=[CH:15][CH:14]=1. (3) Given the reactants [CH3:1][C:2]1[C:3]([CH3:21])=[CH:4][C:5]2[N:14]([CH2:15][CH:16]=O)[C:13]3[C:8]([C:9](=[O:19])[NH:10][C:11](=[O:18])[N:12]=3)=[N:7][C:6]=2[CH:20]=1.[NH2:22][CH2:23][CH2:24][CH2:25][C:26]([O:28][C:29]([CH3:32])([CH3:31])[CH3:30])=[O:27], predict the reaction product. The product is: [C:29]([O:28][C:26](=[O:27])[CH2:25][CH2:24][CH2:23][NH:22][CH2:16][CH2:15][N:14]1[C:13]2[C:8]([C:9](=[O:19])[NH:10][C:11](=[O:18])[N:12]=2)=[N:7][C:6]2[CH:20]=[C:2]([CH3:1])[C:3]([CH3:21])=[CH:4][C:5]1=2)([CH3:32])([CH3:31])[CH3:30]. (4) Given the reactants [C:1]([O:9][CH2:10][C@@H:11]1[C@@H:15]([O:16][C:17](=[O:24])[C:18]2[CH:23]=[CH:22][CH:21]=[CH:20][CH:19]=2)[C@:14]([F:26])([CH3:25])[C:13](=[O:27])[O:12]1)(=[O:8])[C:2]1[CH:7]=[CH:6][CH:5]=[CH:4][CH:3]=1.C(O[AlH-](OC(C)(C)C)OC(C)(C)C)(C)(C)C.[Li+].CCOC(C)=O, predict the reaction product. The product is: [C:1]([O:9][CH2:10][C@@H:11]1[C@@H:15]([O:16][C:17](=[O:24])[C:18]2[CH:19]=[CH:20][CH:21]=[CH:22][CH:23]=2)[C@:14]([F:26])([CH3:25])[C@H:13]([OH:27])[O:12]1)(=[O:8])[C:2]1[CH:7]=[CH:6][CH:5]=[CH:4][CH:3]=1. (5) Given the reactants S1C2C=CC=CC=2N=C1.[CH3:10][CH2:11][N:12]1[C:13]2[CH:18]=[C:17]([O:19][CH3:20])[CH:16]=[CH:15][C:14]=2[S:21]/[C:22]/1=[CH:23]\C(C)=O.COC1C=CC2SC(C)=NC=2C=1.C([I:41])C, predict the reaction product. The product is: [I-:41].[CH2:11]([N+:12]1[C:13]2[CH:18]=[C:17]([O:19][CH3:20])[CH:16]=[CH:15][C:14]=2[S:21][C:22]=1[CH3:23])[CH3:10]. (6) Given the reactants [C:1]([O:5][CH2:6][CH2:7]O)(=[O:4])[CH:2]=[CH2:3].[N-:9]=C=O, predict the reaction product. The product is: [C:1]([OH:5])(=[O:4])[CH:2]=[CH2:3].[NH2:9][C:1]([O:5][CH2:6][CH3:7])=[O:4].